Dataset: Reaction yield outcomes from USPTO patents with 853,638 reactions. Task: Predict the reaction yield, written as a fraction of the theoretical maximum amount of product (1.0 means a 100% yield; for example, 0.34 means a 34% yield). (1) The reactants are [CH2:1]([N:3]([CH2:9][CH3:10])[CH2:4][C:5](OC)=[O:6])[CH3:2].[NH2:11][NH2:12]. The catalyst is C(O)C. The product is [NH2:11][NH:12][C:5](=[O:6])[CH2:4][N:3]([CH2:9][CH3:10])[CH2:1][CH3:2]. The yield is 1.00. (2) The reactants are Cl[C:2]1[C:3]([C:16]2[CH:21]=[CH:20][CH:19]=[CH:18][CH:17]=2)=[N:4][C:5]2[C:10]([N:11]=1)=[CH:9][C:8]([C:12]([O:14][CH3:15])=[O:13])=[CH:7][CH:6]=2.[CH2:22]([O:24][C:25]1[CH:30]=[CH:29][C:28](B(O)O)=[CH:27][CH:26]=1)[CH3:23]. No catalyst specified. The product is [CH2:22]([O:24][C:25]1[CH:30]=[CH:29][C:28]([C:2]2[C:3]([C:16]3[CH:21]=[CH:20][CH:19]=[CH:18][CH:17]=3)=[N:4][C:5]3[C:10]([N:11]=2)=[CH:9][C:8]([C:12]([O:14][CH3:15])=[O:13])=[CH:7][CH:6]=3)=[CH:27][CH:26]=1)[CH3:23]. The yield is 0.430. (3) The reactants are [C:1]([CH2:3][C:4]([NH2:6])=[O:5])#[N:2].[H-].[Na+].C([C:16]1[CH:21]=[CH:20][CH:19]=[CH:18][C:17]=1[C:22](=O)[CH:23]=[C:24]([S:27][CH3:28])SC)C1C=CC=CC=1.C[CH:31]([OH:33])[CH3:32]. The catalyst is Cl. The product is [CH2:31]([O:33][C:16]1[CH:21]=[CH:20][CH:19]=[CH:18][C:17]=1[C:22]1[NH:6][C:4](=[O:5])[C:3](=[C:24]([S:27][CH3:28])[CH:23]=1)[C:1]#[N:2])[C:32]1[CH:20]=[CH:21][CH:16]=[CH:17][CH:18]=1. The yield is 0.840. (4) The reactants are [CH2:1]([NH:3][C:4]([C:6]1[CH:15]=[CH:14][C:13]2[C:8](=[CH:9][CH:10]=[C:11]([C:16]3[C:24]4[C:19](=[CH:20][CH:21]=[C:22]([C:25]#[N:26])[CH:23]=4)[N:18](C4CCCCO4)[N:17]=3)[CH:12]=2)[CH:7]=1)=[O:5])[CH3:2].[ClH:33].[CH2:34]([OH:36])[CH3:35]. No catalyst specified. The product is [ClH:33].[ClH:33].[CH2:34]([O:36][C:25]([C:22]1[CH:23]=[C:24]2[C:19](=[CH:20][CH:21]=1)[NH:18][N:17]=[C:16]2[C:11]1[CH:10]=[CH:9][C:8]2[C:13](=[CH:14][CH:15]=[C:6]([C:4](=[O:5])[NH:3][CH2:1][CH3:2])[CH:7]=2)[CH:12]=1)=[NH:26])[CH3:35]. The yield is 0.990. (5) The reactants are Br[C:2]1[C:3]([Cl:9])=[N:4][CH:5]=[C:6]([Br:8])[N:7]=1.[NH4+:10].[OH-]. No catalyst specified. The product is [Br:8][C:6]1[N:7]=[C:2]([NH2:10])[C:3]([Cl:9])=[N:4][CH:5]=1. The yield is 0.660.